This data is from Forward reaction prediction with 1.9M reactions from USPTO patents (1976-2016). The task is: Predict the product of the given reaction. The product is: [Br:7][C:8]1[CH:13]=[CH:12][C:11]([CH2:14][CH2:15][S:1]([O-:4])(=[O:3])=[O:2])=[CH:10][CH:9]=1.[Na+:5]. Given the reactants [S:1]([O-:4])([O-:3])=[O:2].[Na+:5].[Na+].[Br:7][C:8]1[CH:13]=[CH:12][C:11]([CH2:14][CH2:15]Br)=[CH:10][CH:9]=1, predict the reaction product.